This data is from Full USPTO retrosynthesis dataset with 1.9M reactions from patents (1976-2016). The task is: Predict the reactants needed to synthesize the given product. (1) Given the product [CH3:13][C:14]1[C:18]2[CH:19]=[C:20]([C:23]3[NH:12][C:11]4[N:10]([N:9]=[CH:8][C:7]=4[C:4]4[O:5][CH:6]=[C:2]([CH3:1])[N:3]=4)[C:25](=[O:26])[CH:24]=3)[CH:21]=[CH:22][C:17]=2[O:16][N:15]=1, predict the reactants needed to synthesize it. The reactants are: [CH3:1][C:2]1[N:3]=[C:4]([C:7]2[CH:8]=[N:9][NH:10][C:11]=2[NH2:12])[O:5][CH:6]=1.[CH3:13][C:14]1[C:18]2[CH:19]=[C:20]([C:23](=O)[CH2:24][C:25](OCC)=[O:26])[CH:21]=[CH:22][C:17]=2[O:16][N:15]=1.CC1C=CC(S(O)(=O)=O)=CC=1. (2) Given the product [Cl:1][C:2]1[CH:3]=[C:4]([CH:12]=[O:16])[CH:5]=[C:6]2[C:11]=1[N:10]=[CH:9][CH:8]=[CH:7]2, predict the reactants needed to synthesize it. The reactants are: [Cl:1][C:2]1[CH:3]=[C:4]([CH:12]=C)[CH:5]=[C:6]2[C:11]=1[N:10]=[CH:9][CH:8]=[CH:7]2.CO.[O:16]=[O+][O-].CSC. (3) Given the product [F:14][CH:2]([F:1])[O:3][C:4]1[C:5]([F:13])=[C:6]([NH2:10])[CH:7]=[CH:8][CH:9]=1, predict the reactants needed to synthesize it. The reactants are: [F:1][CH:2]([F:14])[O:3][C:4]1[CH:9]=[CH:8][CH:7]=[C:6]([N+:10]([O-])=O)[C:5]=1[F:13].[Sn](Cl)Cl.Cl.[OH-].[Na+]. (4) Given the product [NH2:1][C:2]1[CH:3]=[CH:4][C:5]([CH:8]2[CH2:13][CH2:12][CH:11]([N:42]3[CH2:43][CH:44]([NH:46][C:47](=[O:64])[CH2:48][NH:49][C:50]4[C:59]5[C:54](=[CH:55][CH:56]=[C:57]([C:60]([F:61])([F:63])[F:62])[CH:58]=5)[N:53]=[CH:52][N:51]=4)[CH2:45]3)[CH2:10][CH2:9]2)=[N:6][CH:7]=1, predict the reactants needed to synthesize it. The reactants are: [NH2:1][C:2]1[CH:3]=[CH:4][C:5]([CH:8]2[CH2:13][CH2:12][C:11](=O)[CH2:10][CH2:9]2)=[N:6][CH:7]=1.BrC1N=CC(N)=CC=1.CC1(C)C(C)(C)OB(C2CCC3(OCCO3)CC=2)O1.[NH:42]1[CH2:45][CH:44]([NH:46][C:47](=[O:64])[CH2:48][NH:49][C:50]2[C:59]3[C:54](=[CH:55][CH:56]=[C:57]([C:60]([F:63])([F:62])[F:61])[CH:58]=3)[N:53]=[CH:52][N:51]=2)[CH2:43]1.[BH-](OC(C)=O)(OC(C)=O)OC(C)=O.[Na+]. (5) Given the product [Cl-:28].[CH3:1][S:2][C:3]1[C:11]2[CH2:10][O:9][C:8](=[O:12])[C:7]=2[CH:6]=[CH:5][C:4]=1[CH2:13][CH2:14][N:15]1[CH2:16][CH2:17][NH2+:18][CH2:19][CH2:20]1, predict the reactants needed to synthesize it. The reactants are: [CH3:1][S:2][C:3]1[C:11]2[CH2:10][O:9][C:8](=[O:12])[C:7]=2[CH:6]=[CH:5][C:4]=1[CH2:13][CH2:14][N:15]1[CH2:20][CH2:19][N:18](C(OC(C)(C)C)=O)[CH2:17][CH2:16]1.[ClH:28]. (6) Given the product [O:1]1[CH2:6][CH:5]=[C:4]([C:7]2[CH:8]=[CH:9][C:10]([F:26])=[C:11]([C@:13]3([CH3:25])[C:19]([F:21])([F:20])[C:18]([CH3:23])([CH3:22])[O:17][CH2:16][C:15](=[S:36])[NH:14]3)[CH:12]=2)[CH2:3][CH2:2]1, predict the reactants needed to synthesize it. The reactants are: [O:1]1[CH2:6][CH:5]=[C:4]([C:7]2[CH:8]=[CH:9][C:10]([F:26])=[C:11]([C@:13]3([CH3:25])[C:19]([F:21])([F:20])[C:18]([CH3:23])([CH3:22])[O:17][CH2:16][C:15](=O)[NH:14]3)[CH:12]=2)[CH2:3][CH2:2]1.COC1C=CC(P2(SP(C3C=CC(OC)=CC=3)(=S)S2)=[S:36])=CC=1. (7) Given the product [C:1]1([CH2:7][CH2:8][C:9]2[S:10][C:11]3[C:20]4[CH:19]=[CH:18][CH:17]=[CH:16][C:15]=4[N:14]=[CH:13][C:12]=3[N:21]=2)[CH:6]=[CH:5][CH:4]=[CH:3][CH:2]=1, predict the reactants needed to synthesize it. The reactants are: [C:1]1([CH:7]=[CH:8][C:9]2[S:10][C:11]3[C:20]4[CH:19]=[CH:18][CH:17]=[CH:16][C:15]=4[N:14]=[CH:13][C:12]=3[N:21]=2)[CH:6]=[CH:5][CH:4]=[CH:3][CH:2]=1.[H][H]. (8) Given the product [CH2:1]([O:8][C:9]([N:11]1[CH2:12][CH2:13][CH:14]([NH:17][C:18]([C:20]2[C:21]([CH:25]=[O:26])=[N:22][NH:23][C:24]=2[CH3:31])=[O:19])[CH2:15][CH2:16]1)=[O:10])[C:2]1[CH:3]=[CH:4][CH:5]=[CH:6][CH:7]=1, predict the reactants needed to synthesize it. The reactants are: [CH2:1]([O:8][C:9]([N:11]1[CH2:16][CH2:15][CH:14]([NH:17][C:18]([C:20]2[C:21]([CH2:25][O:26]C(C)(C)C)=[N:22][NH:23][CH:24]=2)=[O:19])[CH2:13][CH2:12]1)=[O:10])[C:2]1[CH:7]=[CH:6][CH:5]=[CH:4][CH:3]=1.[C:31](O)(C(F)(F)F)=O. (9) The reactants are: [N:1]1[CH:6]=[CH:5][CH:4]=[C:3]([O:7][C:8]2[CH:9]=[C:10]([CH:12]=[CH:13][CH:14]=2)[NH2:11])[CH:2]=1.[CH3:15][O:16][C:17]1[N:22]=[C:21]([C:23](O)=[O:24])[CH:20]=[CH:19][CH:18]=1.F[P-](F)(F)(F)(F)F.N1(OC(N(C)C)=[N+](C)C)C2N=CC=CC=2N=N1.CCN(C(C)C)C(C)C. Given the product [CH3:15][O:16][C:17]1[N:22]=[C:21]([C:23]([NH:11][C:10]2[CH:12]=[CH:13][CH:14]=[C:8]([O:7][C:3]3[CH:2]=[N:1][CH:6]=[CH:5][CH:4]=3)[CH:9]=2)=[O:24])[CH:20]=[CH:19][CH:18]=1, predict the reactants needed to synthesize it.